Predict the product of the given reaction. From a dataset of Forward reaction prediction with 1.9M reactions from USPTO patents (1976-2016). (1) The product is: [CH3:1][O:2][CH2:3][O:4][C:5]1[CH:10]=[C:9]([C:11]([F:12])([F:13])[F:14])[CH:8]=[CH:7][C:6]=1[NH2:15]. Given the reactants [CH3:1][O:2][CH2:3][O:4][C:5]1[CH:10]=[C:9]([C:11]([F:14])([F:13])[F:12])[CH:8]=[CH:7][C:6]=1[N+:15]([O-])=O, predict the reaction product. (2) The product is: [OH:24][C:10]1[C:11]2[O:15][N:14]=[C:13]([C:16]3[CH:21]=[CH:20][C:19]([O:22][CH3:23])=[CH:18][CH:17]=3)[C:12]=2[C:7]([CH2:6][N:1]2[CH:5]=[CH:4][CH:3]=[N:2]2)=[N:8][C:9]=1[C:25]([NH:30][CH2:31][C:32]([OH:34])=[O:33])=[O:26]. Given the reactants [N:1]1([CH2:6][C:7]2[C:12]3[C:13]([C:16]4[CH:21]=[CH:20][C:19]([O:22][CH3:23])=[CH:18][CH:17]=4)=[N:14][O:15][C:11]=3[C:10]([OH:24])=[C:9]([C:25](OCC)=[O:26])[N:8]=2)[CH:5]=[CH:4][CH:3]=[N:2]1.[NH2:30][CH2:31][C:32]([OH:34])=[O:33].C[O-].[Na+], predict the reaction product. (3) The product is: [NH2:1][C@@H:4]1[C@@H:10]([O:11][CH2:12][C:13]2[CH:18]=[CH:17][C:16]([O:19][CH3:20])=[CH:15][CH:14]=2)[C@H:9]([O:21][CH2:22][C:23]2[CH:28]=[CH:27][C:26]([O:29][CH3:30])=[CH:25][CH:24]=2)[C@@H:8]([CH2:31][O:32][CH2:33][C:34]2[CH:35]=[CH:36][C:37]([O:40][CH3:41])=[CH:38][CH:39]=2)[O:7][CH:5]1[OH:6]. Given the reactants [N:1]([C@@H:4]1[C@@H:10]([O:11][CH2:12][C:13]2[CH:18]=[CH:17][C:16]([O:19][CH3:20])=[CH:15][CH:14]=2)[C@H:9]([O:21][CH2:22][C:23]2[CH:28]=[CH:27][C:26]([O:29][CH3:30])=[CH:25][CH:24]=2)[C@@H:8]([CH2:31][O:32][CH2:33][C:34]2[CH:39]=[CH:38][C:37]([O:40][CH3:41])=[CH:36][CH:35]=2)[O:7][CH:5]1[OH:6])=[N+]=[N-].SC[C@H]([C@@H](CS)O)O.C(N(CC)CC)C.C(OCC)C, predict the reaction product.